Dataset: Peptide-MHC class I binding affinity with 185,985 pairs from IEDB/IMGT. Task: Regression. Given a peptide amino acid sequence and an MHC pseudo amino acid sequence, predict their binding affinity value. This is MHC class I binding data. (1) The peptide sequence is RARIKTRLF. The MHC is HLA-A24:02 with pseudo-sequence HLA-A24:02. The binding affinity (normalized) is 0.0847. (2) The peptide sequence is VIPDELIDV. The MHC is HLA-A02:02 with pseudo-sequence HLA-A02:02. The binding affinity (normalized) is 0.407. (3) The binding affinity (normalized) is 0.302. The peptide sequence is LFDVIPVSY. The MHC is HLA-A30:02 with pseudo-sequence HLA-A30:02. (4) The peptide sequence is MQKFTILEYL. The MHC is HLA-A02:06 with pseudo-sequence HLA-A02:06. The binding affinity (normalized) is 0.370. (5) The peptide sequence is SSASNKPISN. The MHC is Mamu-A2201 with pseudo-sequence Mamu-A2201. The binding affinity (normalized) is 0.160. (6) The peptide sequence is RLGWRTLDF. The MHC is HLA-A02:16 with pseudo-sequence HLA-A02:16. The binding affinity (normalized) is 0.0847. (7) The peptide sequence is ILFFAYVMNI. The MHC is HLA-A02:03 with pseudo-sequence HLA-A02:03. The binding affinity (normalized) is 0.762. (8) The peptide sequence is IQLDEKSSI. The MHC is HLA-A02:03 with pseudo-sequence HLA-A02:03. The binding affinity (normalized) is 0.317.